Dataset: Retrosynthesis with 50K atom-mapped reactions and 10 reaction types from USPTO. Task: Predict the reactants needed to synthesize the given product. Given the product FC(F)(F)c1ccc(CBr)c(Cl)c1, predict the reactants needed to synthesize it. The reactants are: BrC(Br)(Br)Br.OCc1ccc(C(F)(F)F)cc1Cl.